This data is from Full USPTO retrosynthesis dataset with 1.9M reactions from patents (1976-2016). The task is: Predict the reactants needed to synthesize the given product. (1) Given the product [Br:1][C:2]1[C:3]([F:19])=[C:4]([CH:8]([C:9]([OH:11])=[O:10])[C:14]([OH:16])=[O:15])[CH:5]=[CH:6][CH:7]=1, predict the reactants needed to synthesize it. The reactants are: [Br:1][C:2]1[C:3]([F:19])=[C:4]([CH:8]([C:14]([O:16]CC)=[O:15])[C:9]([O:11]CC)=[O:10])[CH:5]=[CH:6][CH:7]=1.[OH-].[Na+]. (2) Given the product [NH2:41][C:32]1[C:31]2[N:30]=[CH:29][N:28]([CH2:27][CH2:26][NH:25][C:11](=[O:13])[CH2:10][CH2:9][CH2:8][CH2:7][CH:6]3[CH:21]4[CH:3]([NH:2][C:23](=[O:24])[NH:22]4)[CH2:4][S:5]3)[C:40]=2[C:39]2[CH:38]=[CH:37][CH:36]=[CH:35][C:34]=2[N:33]=1, predict the reactants needed to synthesize it. The reactants are: O[N:2]1[C:23](=[O:24])[NH:22][C@H:21]2[C@@H:3]1[CH2:4][S:5][C@H:6]2[CH2:7][CH2:8][CH2:9][CH:10](N1C(=O)CCC1=O)[C:11](=[O:13])O.[NH2:25][CH2:26][CH2:27][N:28]1[C:40]2[C:39]3[CH:38]=[CH:37][CH:36]=[CH:35][C:34]=3[N:33]=[C:32]([NH2:41])[C:31]=2[N:30]=[CH:29]1. (3) Given the product [Si:7]([O:14][CH:15]1[CH2:16][CH2:17][CH:18]([NH:6][C:3]2[NH:4][CH:5]=[N:1][N:2]=2)[CH2:19][CH2:20]1)([C:10]([CH3:13])([CH3:12])[CH3:11])([CH3:9])[CH3:8], predict the reactants needed to synthesize it. The reactants are: [NH:1]1[CH:5]=[N:4][C:3]([NH2:6])=[N:2]1.[Si:7]([O:14][CH:15]1[CH2:20][CH2:19][C:18](=O)[CH2:17][CH2:16]1)([C:10]([CH3:13])([CH3:12])[CH3:11])([CH3:9])[CH3:8].C([BH3-])#N.[Na+].O. (4) Given the product [N:3]1[CH:4]=[CH:5][CH:6]=[N:1][C:2]=1[C:7]([NH:13][NH2:14])=[O:9], predict the reactants needed to synthesize it. The reactants are: [N:1]1[CH:6]=[CH:5][CH:4]=[N:3][C:2]=1[C:7]([O:9]CC)=O.O.[NH2:13][NH2:14]. (5) The reactants are: ClC1C(F)=C(C=C(C(F)(F)F)C=1)CN1CCC(COC2C(C3CC3)=CC(C(O)=O)=C(F)C=2)(F)CC1.[CH:36]1([C:39]2[C:40]([O:49][CH2:50][CH:51]3[CH2:56][CH2:55][N:54]([S:57]([C:60]4[CH:65]=[C:64]([F:66])[C:63]([F:67])=[C:62]([F:68])[CH:61]=4)(=[O:59])=[O:58])[CH2:53][CH2:52]3)=[CH:41][C:42]([F:48])=[C:43]([CH:47]=2)[C:44](O)=[O:45])[CH2:38][CH2:37]1. Given the product [CH:36]1([C:39]2[C:40]([O:49][CH2:50][CH:51]3[CH2:56][CH2:55][N:54]([S:57]([C:60]4[CH:61]=[C:62]([F:68])[C:63]([F:67])=[C:64]([F:66])[CH:65]=4)(=[O:58])=[O:59])[CH2:53][CH2:52]3)=[CH:41][C:42]([F:48])=[C:43]([CH:47]=2)[C:44]([NH:54][S:57]([CH3:60])(=[O:59])=[O:58])=[O:45])[CH2:38][CH2:37]1, predict the reactants needed to synthesize it. (6) Given the product [N:4]1[C:5]2[C:10](=[CH:9][CH:8]=[CH:7][CH:6]=2)[CH:11]=[C:2](/[CH:14]=[CH:13]/[C:12]([O:16][CH3:17])=[O:15])[CH:3]=1, predict the reactants needed to synthesize it. The reactants are: Br[C:2]1[CH:3]=[N:4][C:5]2[C:10]([CH:11]=1)=[CH:9][CH:8]=[CH:7][CH:6]=2.[C:12]([O:16][CH3:17])(=[O:15])[CH:13]=[CH2:14].C1(C)C=CC=CC=1P(C1C=CC=CC=1C)C1C=CC=CC=1C.C(N(CC)CC)C.